This data is from Full USPTO retrosynthesis dataset with 1.9M reactions from patents (1976-2016). The task is: Predict the reactants needed to synthesize the given product. (1) Given the product [CH2:27]=[C:13]([C:11]1[N:12]=[C:7]([C:2](=[O:3])[CH3:1])[CH:8]=[CH:9][CH:10]=1)[CH2:14][CH2:15][O:16]/[N:17]=[C:18](/[C:20]1[CH:25]=[CH:24][CH:23]=[C:22]([CH3:26])[N:21]=1)\[CH3:19], predict the reactants needed to synthesize it. The reactants are: [CH3:1][C:2]1([C:7]2[N:12]=[C:11]([C:13](=[CH2:27])[CH2:14][CH2:15][O:16]/[N:17]=[C:18](/[C:20]3[CH:25]=[CH:24][CH:23]=[C:22]([CH3:26])[N:21]=3)\[CH3:19])[CH:10]=[CH:9][CH:8]=2)OCC[O:3]1.Cl. (2) Given the product [C:1]([C:5]1[CH:10]=[CH:9][C:8]([S:11]([NH:14][C:15]2[CH:19]=[CH:18][S:17][C:16]=2[C:20]([O:22][CH3:23])=[O:21])(=[O:13])=[O:12])=[C:7]([O:31][C:25]2[CH:30]=[CH:29][CH:28]=[CH:27][CH:26]=2)[CH:6]=1)([CH3:4])([CH3:3])[CH3:2], predict the reactants needed to synthesize it. The reactants are: [C:1]([C:5]1[CH:10]=[CH:9][C:8]([S:11]([NH:14][C:15]2[CH:19]=[CH:18][S:17][C:16]=2[C:20]([O:22][CH3:23])=[O:21])(=[O:13])=[O:12])=[C:7](I)[CH:6]=1)([CH3:4])([CH3:3])[CH3:2].[C:25]1([OH:31])[CH:30]=[CH:29][CH:28]=[CH:27][CH:26]=1.C(=NO)C1C(=CC=CC=1)O.C(=O)([O-])[O-].[Cs+].[Cs+]. (3) Given the product [Cl:1][CH2:2][C:3]1[NH:20][C:18](=[O:19])[C:7]2[O:8][C:9]3[CH:14]=[CH:13][C:12]([CH:15]4[CH2:17][CH2:16]4)=[CH:11][C:10]=3[C:6]=2[N:5]=1, predict the reactants needed to synthesize it. The reactants are: [Cl:1][CH2:2][C:3]([NH:5][C:6]1[C:10]2[CH:11]=[C:12]([CH:15]3[CH2:17][CH2:16]3)[CH:13]=[CH:14][C:9]=2[O:8][C:7]=1[C:18]([NH2:20])=[O:19])=O.OS([O-])(=O)=O.[Na+]. (4) Given the product [CH3:1][C:2]1[N:3]=[CH:4][N:5]([CH:9]([CH3:11])[CH3:10])[C:6]=1[CH2:7][OH:8], predict the reactants needed to synthesize it. The reactants are: [CH3:1][C:2]1[N:3]=[CH:4][N:5]([CH:9]([CH3:11])[CH3:10])[C:6]=1[CH:7]=[O:8].[BH4-].[Na+].O. (5) Given the product [NH2:29][C:25]1[N:24]=[CH:23][N:22]=[C:21]2[C:26]=1[N:27]=[CH:28][N:20]2[C@H:12]1[C@@H:13]2[O:17][C:16]([CH3:19])([CH3:18])[O:15][C@@H:14]2[C@@H:10]([CH2:9][N:7]([CH3:8])[CH:5]2[CH2:4][CH:3]([CH2:2][NH:1][C:41]([NH:40][C:37]3[CH:38]=[CH:39][C:34]([C:30]([CH3:33])([CH3:32])[CH3:31])=[CH:35][CH:36]=3)=[O:42])[CH2:6]2)[O:11]1, predict the reactants needed to synthesize it. The reactants are: [NH2:1][CH2:2][CH:3]1[CH2:6][CH:5]([N:7]([CH2:9][C@@H:10]2[C@H:14]3[O:15][C:16]([CH3:19])([CH3:18])[O:17][C@H:13]3[C@H:12]([N:20]3[CH:28]=[N:27][C:26]4[C:21]3=[N:22][CH:23]=[N:24][C:25]=4[NH2:29])[O:11]2)[CH3:8])[CH2:4]1.[C:30]([C:34]1[CH:39]=[CH:38][C:37]([N:40]=[C:41]=[O:42])=[CH:36][CH:35]=1)([CH3:33])([CH3:32])[CH3:31]. (6) Given the product [C:1]([C@H:5]1[CH2:6][CH2:7][C@H:8]([O:11][C:12]2[CH:13]=[C:14]3[C:19](=[CH:20][CH:21]=2)[CH2:18][CH:17]([CH2:22][N:24]2[CH2:29][CH2:28][CH:27]([C:30]([OH:32])=[O:31])[CH2:26][CH2:25]2)[CH2:16][CH2:15]3)[CH2:9][CH2:10]1)([CH3:4])([CH3:2])[CH3:3], predict the reactants needed to synthesize it. The reactants are: [C:1]([C@H:5]1[CH2:10][CH2:9][C@H:8]([O:11][C:12]2[CH:13]=[C:14]3[C:19](=[CH:20][CH:21]=2)[CH2:18][CH:17]([CH:22]=O)[CH2:16][CH2:15]3)[CH2:7][CH2:6]1)([CH3:4])([CH3:3])[CH3:2].[NH:24]1[CH2:29][CH2:28][CH:27]([C:30]([OH:32])=[O:31])[CH2:26][CH2:25]1.C(O)C.C([BH3-])#N.[Na+].C(O)(=O)CC(CC(O)=O)(C(O)=O)O. (7) Given the product [Cl:1][C:2]1[CH:7]=[CH:6][C:5]([S:8]([C:11](=[C:14]([NH:17][C:18]2[CH:23]=[C:22]([O:24][CH3:25])[CH:21]=[C:20]([O:26][CH3:27])[CH:19]=2)[NH:34][CH:29]([CH3:28])[C:30]([CH3:33])([CH3:32])[CH3:31])[C:12]#[N:13])(=[O:10])=[O:9])=[CH:4][CH:3]=1, predict the reactants needed to synthesize it. The reactants are: [Cl:1][C:2]1[CH:7]=[CH:6][C:5]([S:8]([C:11](=[C:14]([NH:17][C:18]2[CH:23]=[C:22]([O:24][CH3:25])[CH:21]=[C:20]([O:26][CH3:27])[CH:19]=2)SC)[C:12]#[N:13])(=[O:10])=[O:9])=[CH:4][CH:3]=1.[CH3:28][CH:29]([NH2:34])[C:30]([CH3:33])([CH3:32])[CH3:31].